Dataset: Forward reaction prediction with 1.9M reactions from USPTO patents (1976-2016). Task: Predict the product of the given reaction. Given the reactants [N+:1]([C:4]1[CH:24]=[CH:23][C:7]([O:8][C:9]2[C:18]3[C:13](=[CH:14][C:15]([O:19][CH2:20][CH2:21][OH:22])=[CH:16][CH:17]=3)[N:12]=[CH:11][CH:10]=2)=[CH:6][CH:5]=1)([O-])=O.C(O[K])=O, predict the reaction product. The product is: [NH2:1][C:4]1[CH:5]=[CH:6][C:7]([O:8][C:9]2[C:18]3[C:13](=[CH:14][C:15]([O:19][CH2:20][CH2:21][OH:22])=[CH:16][CH:17]=3)[N:12]=[CH:11][CH:10]=2)=[CH:23][CH:24]=1.